This data is from CYP2D6 inhibition data for predicting drug metabolism from PubChem BioAssay. The task is: Regression/Classification. Given a drug SMILES string, predict its absorption, distribution, metabolism, or excretion properties. Task type varies by dataset: regression for continuous measurements (e.g., permeability, clearance, half-life) or binary classification for categorical outcomes (e.g., BBB penetration, CYP inhibition). Dataset: cyp2d6_veith. (1) The molecule is COCCn1c(=O)c(-c2ccc(OC)cc2)nc2cnc(Nc3ccccc3)nc21. The result is 0 (non-inhibitor). (2) The compound is CCCCN(C(=O)Nc1ccc(OCC)cc1)C1CCN(C(C)=O)CC1. The result is 0 (non-inhibitor). (3) The drug is COc1ccc(-n2c(=O)c(C)nc3cnc(N4CCNCC4)nc32)cc1. The result is 0 (non-inhibitor). (4) The molecule is CC(C)NC(=O)N1CC[C@@]2(CCCN(C(=O)c3ccco3)C2)C1. The result is 0 (non-inhibitor). (5) The compound is CCN(CC)CCN1C(=O)c2cccc3cc(N)cc(c23)C1=O. The result is 0 (non-inhibitor). (6) The drug is Cc1cc(C)n(-c2ccc(C(=O)Nc3cc(C(F)(F)F)ccc3N3CCOCC3)cc2)n1. The result is 0 (non-inhibitor). (7) The compound is Nc1ccn([C@@H]2O[C@@H](CO)[C@@H](O)[C@H]2O)c(=O)n1. The result is 0 (non-inhibitor).